Dataset: Forward reaction prediction with 1.9M reactions from USPTO patents (1976-2016). Task: Predict the product of the given reaction. Given the reactants [Br:1][C:2]1[CH:7]=[CH:6][C:5]([S:8](Cl)(=[O:10])=[O:9])=[C:4]([F:12])[CH:3]=1.[NH2:13][C:14]1[C:15]([CH3:21])=[N:16][N:17]([CH3:20])[C:18]=1[CH3:19], predict the reaction product. The product is: [Br:1][C:2]1[CH:7]=[CH:6][C:5]([S:8]([NH:13][C:14]2[C:15]([CH3:21])=[N:16][N:17]([CH3:20])[C:18]=2[CH3:19])(=[O:10])=[O:9])=[C:4]([F:12])[CH:3]=1.